From a dataset of Full USPTO retrosynthesis dataset with 1.9M reactions from patents (1976-2016). Predict the reactants needed to synthesize the given product. The reactants are: [CH:1]1([C:5](Cl)=[O:6])[CH2:4][CH2:3][CH2:2]1.[NH2:8][C@H:9]([C:16]1[CH:21]=[CH:20][CH:19]=[CH:18][CH:17]=1)[CH2:10][C:11]([O:13][CH2:14][CH3:15])=[O:12].CCN(CC)CC. Given the product [CH:1]1([C:5]([NH:8][C@H:9]([C:16]2[CH:21]=[CH:20][CH:19]=[CH:18][CH:17]=2)[CH2:10][C:11]([O:13][CH2:14][CH3:15])=[O:12])=[O:6])[CH2:4][CH2:3][CH2:2]1, predict the reactants needed to synthesize it.